Dataset: Forward reaction prediction with 1.9M reactions from USPTO patents (1976-2016). Task: Predict the product of the given reaction. (1) Given the reactants [Cl:1][C:2]1[CH:7]=[CH:6][C:5]([C:8]2[CH:13]=[C:12]([CH3:14])[N:11]=[C:10](I)[CH:9]=2)=[CH:4][CH:3]=1.[Br:16][C:17]1[C:18](B(O)O)=[N:19][CH:20]=[CH:21][CH:22]=1.BrC1C=NC=C(Br)C=1, predict the reaction product. The product is: [Br:16][C:17]1[CH:22]=[C:21]([C:10]2[CH:9]=[C:8]([C:5]3[CH:6]=[CH:7][C:2]([Cl:1])=[CH:3][CH:4]=3)[CH:13]=[C:12]([CH3:14])[N:11]=2)[CH:20]=[N:19][CH:18]=1. (2) Given the reactants Cl[C:2]1[C:7]([C:8]([F:11])([F:10])[F:9])=[CH:6][N:5]=[C:4]([NH:12][C:13]2[CH:27]=[CH:26][C:16]([CH2:17][P:18](=[O:25])([O:22][CH2:23][CH3:24])[O:19][CH2:20][CH3:21])=[CH:15][C:14]=2[O:28][CH3:29])[N:3]=1.[NH2:30][C:31]1[CH:32]=[CH:33][C:34]([N:42]2[CH2:47][CH2:46][CH:45]([C:48]([O:50]C)=[O:49])[CH2:44][CH2:43]2)=[C:35]2[C:39]=1[C:38](=[O:40])[N:37]([CH3:41])[CH2:36]2.[F:52][C:53]([F:58])([F:57])[C:54]([OH:56])=[O:55].C(O)C(F)(F)F.O.[OH-].[Li+], predict the reaction product. The product is: [CH2:20]([O:19][P:18]([CH2:17][C:16]1[CH:26]=[CH:27][C:13]([NH:12][C:4]2[N:3]=[C:2]([NH:30][C:31]3[CH:32]=[CH:33][C:34]([N:42]4[CH2:43][CH2:44][CH:45]([C:48]([OH:50])=[O:49])[CH2:46][CH2:47]4)=[C:35]4[C:39]=3[C:38](=[O:40])[N:37]([CH3:41])[CH2:36]4)[C:7]([C:8]([F:11])([F:10])[F:9])=[CH:6][N:5]=2)=[C:14]([O:28][CH3:29])[CH:15]=1)([O:22][CH2:23][CH3:24])=[O:25])[CH3:21].[F:52][C:53]([F:58])([F:57])[C:54]([OH:56])=[O:55]. (3) Given the reactants [NH3:1].[N:2]1([C:8]2[S:9][C:10]([C:13]([O:15]C)=O)=[CH:11][N:12]=2)[CH2:7][CH2:6][NH:5][CH2:4][CH2:3]1, predict the reaction product. The product is: [N:2]1([C:8]2[S:9][C:10]([C:13]([NH2:1])=[O:15])=[CH:11][N:12]=2)[CH2:7][CH2:6][NH:5][CH2:4][CH2:3]1. (4) The product is: [N+:9]([C:6]1[CH:7]=[CH:8][C:3]([N:1]2[C:23]([OH:24])=[C:14]3[C:13]([CH2:22][CH2:21][C:20]4[CH:19]=[CH:18][CH:17]=[CH:16][C:15]=43)=[N:2]2)=[N:4][CH:5]=1)([O-:11])=[O:10]. Given the reactants [NH:1]([C:3]1[CH:8]=[CH:7][C:6]([N+:9]([O-:11])=[O:10])=[CH:5][N:4]=1)[NH2:2].O=[C:13]1[CH2:22][CH2:21][C:20]2[C:15](=[CH:16][CH:17]=[CH:18][CH:19]=2)[CH:14]1[C:23](OCC)=[O:24], predict the reaction product. (5) Given the reactants [N:1]12[CH2:8][CH2:7][CH:4]([CH2:5][CH2:6]1)[CH:3]([O:9][C:10](=[O:23])[NH:11][C:12]([C:15]1[CH:20]=[C:19](Br)[CH:18]=[CH:17][C:16]=1[F:22])([CH3:14])[CH3:13])[CH2:2]2.[CH3:24][CH:25]([CH3:30])[CH2:26]B(O)O, predict the reaction product. The product is: [N:1]12[CH2:8][CH2:7][CH:4]([CH2:5][CH2:6]1)[CH:3]([O:9][C:10](=[O:23])[NH:11][C:12]([C:15]1[CH:20]=[C:19]([CH2:24][CH:25]([CH3:30])[CH3:26])[CH:18]=[CH:17][C:16]=1[F:22])([CH3:14])[CH3:13])[CH2:2]2.